Dataset: Full USPTO retrosynthesis dataset with 1.9M reactions from patents (1976-2016). Task: Predict the reactants needed to synthesize the given product. Given the product [CH3:44][S:34]([C:41]1[CH:42]=[CH:3][C:4]([C:7]2[C:8]([C:26]3[CH:27]=[CH:28][CH:29]=[CH:30][CH:31]=3)=[C:9]([C:13]([C:15]([C:17]3[CH:22]=[CH:21][C:20]([N:23]([CH3:24])[CH3:25])=[CH:19][CH:18]=3)=[O:16])=[O:14])[CH:10]=[CH:11][CH:12]=2)=[CH:39][CH:40]=1)(=[O:36])=[O:33], predict the reactants needed to synthesize it. The reactants are: CC1[CH:3]=[C:4]([C:7]2[C:8]([C:26]3[CH:31]=[CH:30][CH:29]=[CH:28][CH:27]=3)=[C:9]([C:13]([C:15]([C:17]3[CH:22]=[CH:21][C:20]([N:23]([CH3:25])[CH3:24])=[CH:19][CH:18]=3)=[O:16])=[O:14])[CH:10]=[CH:11][CH:12]=2)SC=1.O[O:33][S:34]([O-:36])=O.[K+].O1[CH2:42][CH2:41][CH2:40][CH2:39]1.O.[CH3:44]O.